Predict which catalyst facilitates the given reaction. From a dataset of Catalyst prediction with 721,799 reactions and 888 catalyst types from USPTO. (1) Reactant: N#N.[NH:3]1[C:7]2[CH:8]=[CH:9][CH:10]=[CH:11][C:6]=2[N:5]=[C:4]1[CH:12]([NH:23]C(=O)OC(C)(C)C)[CH2:13][C:14]1[CH:19]=[CH:18][C:17]([O:20][CH3:21])=[CH:16][C:15]=1[CH3:22].Cl. Product: [NH:3]1[C:7]2[CH:8]=[CH:9][CH:10]=[CH:11][C:6]=2[N:5]=[C:4]1[CH:12]([NH2:23])[CH2:13][C:14]1[CH:19]=[CH:18][C:17]([O:20][CH3:21])=[CH:16][C:15]=1[CH3:22]. The catalyst class is: 135. (2) Reactant: C(N(CC)CC)C.[Br:8][C:9]1[CH:10]=[CH:11][C:12]([F:35])=[C:13]([C:15]2[N:24]=[C:23]([NH:25][C:26]3[C:31]([C:32]([OH:34])=O)=[CH:30][N:29]=[CH:28][CH:27]=3)[C:22]3[C:17](=[N:18][CH:19]=[CH:20][N:21]=3)[N:16]=2)[CH:14]=1.C1CN([P+](ON2N=NC3C=CC=CC2=3)(N2CCCC2)N2CCCC2)CC1.F[P-](F)(F)(F)(F)F.[NH2:69][CH2:70][CH2:71][CH2:72][N:73]1[CH2:77][CH2:76][CH2:75][C:74]1=[O:78]. Product: [Br:8][C:9]1[CH:10]=[CH:11][C:12]([F:35])=[C:13]([C:15]2[N:24]=[C:23]([NH:25][C:26]3[C:31]([C:32]([NH:69][CH2:70][CH2:71][CH2:72][N:73]4[CH2:77][CH2:76][CH2:75][C:74]4=[O:78])=[O:34])=[CH:30][N:29]=[CH:28][CH:27]=3)[C:22]3[C:17](=[N:18][CH:19]=[CH:20][N:21]=3)[N:16]=2)[CH:14]=1. The catalyst class is: 2. (3) Reactant: [Br:1][C:2]1[C:19]([O:20][CH3:21])=[N:18][C:5]2[CH2:6][CH2:7][N:8](C(OC(C)(C)C)=O)[CH2:9][CH2:10][C:4]=2[C:3]=1[OH:22]. Product: [Br:1][C:2]1[C:19]([O:20][CH3:21])=[N:18][C:5]2[CH2:6][CH2:7][NH:8][CH2:9][CH2:10][C:4]=2[C:3]=1[OH:22]. The catalyst class is: 28. (4) Reactant: [OH-].[Na+].[Cl:3][C:4]1[C:13]([C:14]2[CH2:18][CH2:17][O:16][N:15]=2)=[C:12]([S:19]([CH3:22])(=[O:21])=[O:20])[CH:11]=[CH:10][C:5]=1[C:6]([O:8]C)=[O:7]. Product: [Cl:3][C:4]1[C:13]([C:14]2[CH2:18][CH2:17][O:16][N:15]=2)=[C:12]([S:19]([CH3:22])(=[O:21])=[O:20])[CH:11]=[CH:10][C:5]=1[C:6]([OH:8])=[O:7]. The catalyst class is: 5. (5) Reactant: [CH:1]([C:3]1[CH:12]=[C:11]2[C:6]([C:7]([C:15]3[CH:20]=[CH:19][CH:18]=[CH:17][CH:16]=3)=[CH:8][C:9]([C:13]#[N:14])=[N:10]2)=[CH:5][CH:4]=1)=O.[NH2:21][C:22]1[S:26][C:25]([C:27]([OH:32])([CH2:30][CH3:31])[CH2:28][CH3:29])=[N:24][N:23]=1.CC(O)=O.C(O[BH-](OC(=O)C)OC(=O)C)(=O)C.[Na+]. Product: [CH2:28]([C:27]([C:25]1[S:26][C:22]([NH:21][CH2:1][C:3]2[CH:12]=[C:11]3[C:6]([C:7]([C:15]4[CH:16]=[CH:17][CH:18]=[CH:19][CH:20]=4)=[CH:8][C:9]([C:13]#[N:14])=[N:10]3)=[CH:5][CH:4]=2)=[N:23][N:24]=1)([OH:32])[CH2:30][CH3:31])[CH3:29]. The catalyst class is: 247. (6) Reactant: [C:1]1([C:21]2[CH:26]=[CH:25][CH:24]=[CH:23][CH:22]=2)[CH:6]=[CH:5][CH:4]=[CH:3][C:2]=1[N:7]1[C:16](=[O:17])[C:15]2[C:10](=[CH:11][CH:12]=[CH:13][C:14]=2[Cl:18])[N:9]=[C:8]1[CH2:19]Cl.O.[SH:28][C:29]1[N:37]=[CH:36][N:35]=[C:34]2[C:30]=1[NH:31][CH:32]=[N:33]2.C([O-])([O-])=O.[K+].[K+]. Product: [C:1]1([C:21]2[CH:22]=[CH:23][CH:24]=[CH:25][CH:26]=2)[CH:6]=[CH:5][CH:4]=[CH:3][C:2]=1[N:7]1[C:16](=[O:17])[C:15]2[C:10](=[CH:11][CH:12]=[CH:13][C:14]=2[Cl:18])[N:9]=[C:8]1[CH2:19][S:28][C:29]1[N:37]=[CH:36][N:35]=[C:34]2[C:30]=1[N:31]=[CH:32][NH:33]2. The catalyst class is: 3. (7) Reactant: [F:1][C:2]1[C:7]([NH:8][S:9]([CH2:12][CH2:13][CH3:14])(=[O:11])=[O:10])=[CH:6][CH:5]=[C:4]([F:15])[C:3]=1[NH:16][C:17](=[O:25])OC1C=CC=CC=1.[F:26][C:27]1[CH:32]=[CH:31][C:30]([NH:33][C:34]2[N:39]=[C:38]([NH2:40])[N:37]=[CH:36][N:35]=2)=[CH:29][CH:28]=1.CS(C)=O. Product: [F:1][C:2]1[C:3]([NH:16][C:17]([NH:40][C:38]2[N:39]=[C:34]([NH:33][C:30]3[CH:29]=[CH:28][C:27]([F:26])=[CH:32][CH:31]=3)[N:35]=[CH:36][N:37]=2)=[O:25])=[C:4]([F:15])[CH:5]=[CH:6][C:7]=1[NH:8][S:9]([CH2:12][CH2:13][CH3:14])(=[O:10])=[O:11]. The catalyst class is: 6. (8) Reactant: Br[C:2]1[CH:3]=[C:4]([C:20]2[CH:25]=[CH:24][C:23]([C:26]([O:28][CH2:29][CH3:30])=[O:27])=[CH:22][CH:21]=2)[CH:5]=[CH:6][C:7]=1[O:8][CH2:9][CH2:10][CH2:11][O:12][Si:13]([C:16]([CH3:19])([CH3:18])[CH3:17])([CH3:15])[CH3:14].[N:31]1([C:36]2[CH:41]=[CH:40][C:39](B(O)O)=[CH:38][CH:37]=2)[CH2:35][CH2:34][CH2:33][CH2:32]1.C(=O)([O-])[O-].[K+].[K+].[Si](OCCCOC1C=CC(C2C=CC(C(OCC)=O)=CC=2)=CC=1C1C=CC(N2CCCC2)=CC=1)(C(C)(C)C)(C)C. Product: [Si:13]([O:12][CH2:11][CH2:10][CH2:9][O:8][C:7]1[CH:6]=[CH:5][C:4]([C:20]2[CH:25]=[CH:24][C:23]([C:26]([O:28][CH2:29][CH3:30])=[O:27])=[C:22]([C:39]3[CH:38]=[CH:37][C:36]([N:31]4[CH2:32][CH2:33][CH2:34][CH2:35]4)=[CH:41][CH:40]=3)[CH:21]=2)=[CH:3][CH:2]=1)([C:16]([CH3:19])([CH3:18])[CH3:17])([CH3:15])[CH3:14]. The catalyst class is: 73.